Task: Predict the reactants needed to synthesize the given product.. Dataset: Full USPTO retrosynthesis dataset with 1.9M reactions from patents (1976-2016) (1) Given the product [CH3:1][O:2][C:3](=[O:12])[C:4]1[CH:9]=[CH:8][C:7]([CH3:10])=[N:6][C:5]=1[O:16][CH3:14], predict the reactants needed to synthesize it. The reactants are: [CH3:1][O:2][C:3](=[O:12])[C:4]1[CH:9]=[CH:8][C:7]([CH3:10])=[N:6][C:5]=1Cl.[Na].[C:14](O)(=[O:16])C. (2) Given the product [Cl:21][C:5]1[C:6]([NH:8][C:9]2[CH:14]=[CH:13][CH:12]=[CH:11][C:10]=2[S:15]([CH:18]([CH3:20])[CH3:19])(=[O:17])=[O:16])=[N:7][C:2]([NH:30][C:29]2[CH:31]=[CH:32][C:26]([P:23]([CH3:25])([CH3:22])=[O:24])=[CH:27][C:28]=2[CH2:33][CH3:34])=[N:3][CH:4]=1, predict the reactants needed to synthesize it. The reactants are: Cl[C:2]1[N:7]=[C:6]([NH:8][C:9]2[CH:14]=[CH:13][CH:12]=[CH:11][C:10]=2[S:15]([CH:18]([CH3:20])[CH3:19])(=[O:17])=[O:16])[C:5]([Cl:21])=[CH:4][N:3]=1.[CH3:22][P:23]([C:26]1[CH:32]=[CH:31][C:29]([NH2:30])=[C:28]([CH2:33][CH3:34])[CH:27]=1)([CH3:25])=[O:24].[OH-].[Na+].